This data is from Peptide-MHC class II binding affinity with 134,281 pairs from IEDB. The task is: Regression. Given a peptide amino acid sequence and an MHC pseudo amino acid sequence, predict their binding affinity value. This is MHC class II binding data. (1) The peptide sequence is AFTVAATAANAAPAN. The MHC is HLA-DPA10201-DPB11401 with pseudo-sequence HLA-DPA10201-DPB11401. The binding affinity (normalized) is 0.0659. (2) The peptide sequence is YWFAPGAGAAPLSWS. The MHC is HLA-DPA10301-DPB10402 with pseudo-sequence HLA-DPA10301-DPB10402. The binding affinity (normalized) is 0.0543. (3) The peptide sequence is QYIKANAKFIGITE. The MHC is H-2-IEd with pseudo-sequence H-2-IEd. The binding affinity (normalized) is 0.311.